This data is from Catalyst prediction with 721,799 reactions and 888 catalyst types from USPTO. The task is: Predict which catalyst facilitates the given reaction. Product: [N:45]1[CH2:44][CH2:43][CH2:42][C:41]=1[C:38]1[CH:39]=[CH:40][C:35]([NH2:6])=[CH:36][CH:37]=1. The catalyst class is: 187. Reactant: [Li+].C[Si]([N-:6][Si](C)(C)C)(C)C.C(Cl)(Cl)Cl.P(C(C)(C)C)(C(C)(C)C)C(C)(C)C.[H+].[B-](F)(F)(F)F.Br[C:35]1[CH:40]=[CH:39][C:38]([C:41]2[CH2:42][CH2:43][CH2:44][N:45]=2)=[CH:37][CH:36]=1.